This data is from Reaction yield outcomes from USPTO patents with 853,638 reactions. The task is: Predict the reaction yield, written as a fraction of the theoretical maximum amount of product (1.0 means a 100% yield; for example, 0.34 means a 34% yield). (1) The product is [Br:1][C:2]1[CH:3]=[C:4]([N+:9]([O-:11])=[O:10])[C:5]([O:13][CH3:12])=[N:6][CH:7]=1. The yield is 0.734. The reactants are [Br:1][C:2]1[CH:3]=[C:4]([N+:9]([O-:11])=[O:10])[C:5](Cl)=[N:6][CH:7]=1.[CH3:12][O-:13].[Na+]. The catalyst is CO. (2) The reactants are [C:1]1([CH3:13])[C:2]([S:7]([N:10]=[C:11]=[O:12])(=[O:9])=[O:8])=[CH:3][CH:4]=[CH:5][CH:6]=1.[CH3:14][C:15]1[CH:16]=[C:17]([CH:19]=[C:20]([CH3:29])[C:21]=1[S:22]([CH2:25][N+:26]([O-:28])=[O:27])(=[O:24])=[O:23])[NH2:18]. The product is [CH3:29][C:20]1[CH:19]=[C:17]([NH:18][C:11]([NH:10][S:7]([C:2]2[CH:3]=[CH:4][CH:5]=[CH:6][C:1]=2[CH3:13])(=[O:9])=[O:8])=[O:12])[CH:16]=[C:15]([CH3:14])[C:21]=1[S:22]([CH2:25][N+:26]([O-:28])=[O:27])(=[O:24])=[O:23]. The yield is 0.860. The catalyst is C(Cl)Cl.